From a dataset of Forward reaction prediction with 1.9M reactions from USPTO patents (1976-2016). Predict the product of the given reaction. (1) Given the reactants [CH3:1][Si](C=[N+]=[N-])(C)C.[Br:8][C:9]1[C:10]([C:19]([OH:21])=[O:20])=[N:11][C:12]([C:15]([CH3:18])([CH3:17])[CH3:16])=[N:13][CH:14]=1, predict the reaction product. The product is: [CH3:1][O:20][C:19]([C:10]1[C:9]([Br:8])=[CH:14][N:13]=[C:12]([C:15]([CH3:16])([CH3:17])[CH3:18])[N:11]=1)=[O:21]. (2) Given the reactants [F:1][C:2]1[CH:3]=[C:4]([CH2:9][C@H:10]([NH:25][C:26](=[O:44])[C:27]2[CH:32]=[CH:31][CH:30]=[C:29]([C:33](=[O:43])[N:34]([CH3:42])[CH2:35][C:36]3[S:37][CH:38]=[C:39]([CH3:41])[N:40]=3)[CH:28]=2)[C@@H:11]([C@H:13]2[CH2:17][CH2:16][CH2:15][N:14]2C(OC(C)(C)C)=O)[OH:12])[CH:5]=[C:6]([F:8])[CH:7]=1.Cl, predict the reaction product. The product is: [F:8][C:6]1[CH:5]=[C:4]([CH2:9][C@H:10]([NH:25][C:26](=[O:44])[C:27]2[CH:32]=[CH:31][CH:30]=[C:29]([C:33]([N:34]([CH3:42])[CH2:35][C:36]3[S:37][CH:38]=[C:39]([CH3:41])[N:40]=3)=[O:43])[CH:28]=2)[C@H:11]([OH:12])[C@H:13]2[CH2:17][CH2:16][CH2:15][NH:14]2)[CH:3]=[C:2]([F:1])[CH:7]=1.